Task: Predict the reactants needed to synthesize the given product.. Dataset: Full USPTO retrosynthesis dataset with 1.9M reactions from patents (1976-2016) Given the product [F:12][C:13]([F:18])([F:17])[CH2:14][CH2:15][O:16][C:2]1[N:3]=[CH:4][C:5]([C:8]([OH:10])=[O:9])=[N:6][CH:7]=1.[CH3:20][O:22][C:2]1[N:3]=[CH:4][C:5]([C:8]([OH:10])=[O:9])=[N:6][CH:7]=1, predict the reactants needed to synthesize it. The reactants are: Cl[C:2]1[N:3]=[CH:4][C:5]([C:8]([O:10]C)=[O:9])=[N:6][CH:7]=1.[F:12][C:13]([F:18])([F:17])[CH2:14][CH2:15][OH:16].C[C:20](C)([O-:22])C.[K+].[OH-].[Li+].